Dataset: Full USPTO retrosynthesis dataset with 1.9M reactions from patents (1976-2016). Task: Predict the reactants needed to synthesize the given product. (1) Given the product [CH2:19]([N:26]1[CH2:31][CH2:30][N:29]([CH:2]2[CH2:7][CH2:6][CH:5]([N:8]3[C:16](=[O:17])[C:15]4[C:10](=[CH:11][CH:12]=[CH:13][CH:14]=4)[C:9]3=[O:18])[CH2:4][CH2:3]2)[CH2:28][CH2:27]1)[C:20]1[CH:21]=[CH:22][CH:23]=[CH:24][CH:25]=1, predict the reactants needed to synthesize it. The reactants are: O=[C:2]1[CH2:7][CH2:6][CH:5]([N:8]2[C:16](=[O:17])[C:15]3[C:10](=[CH:11][CH:12]=[CH:13][CH:14]=3)[C:9]2=[O:18])[CH2:4][CH2:3]1.[CH2:19]([N:26]1[CH2:31][CH2:30][NH:29][CH2:28][CH2:27]1)[C:20]1[CH:25]=[CH:24][CH:23]=[CH:22][CH:21]=1.CC(O)=O.C(O[BH-](OC(=O)C)OC(=O)C)(=O)C.[Na+]. (2) Given the product [F:1][C:2]1[CH:3]=[CH:4][C:5]([N+:13]([O-:15])=[O:14])=[C:6]([N:8]([CH3:18])[S:9]([CH3:12])(=[O:10])=[O:11])[CH:7]=1, predict the reactants needed to synthesize it. The reactants are: [F:1][C:2]1[CH:3]=[CH:4][C:5]([N+:13]([O-:15])=[O:14])=[C:6]([NH:8][S:9]([CH3:12])(=[O:11])=[O:10])[CH:7]=1.CI.[C:18](=O)([O-])[O-].[K+].[K+].O.